Dataset: Retrosynthesis with 50K atom-mapped reactions and 10 reaction types from USPTO. Task: Predict the reactants needed to synthesize the given product. (1) Given the product NC1=NC(c2cccc(-c3cncnc3)c2)(c2ccnc(C(F)(F)F)c2)c2cccnc21, predict the reactants needed to synthesize it. The reactants are: NC1=NC(c2cccc(Br)c2)(c2ccnc(C(F)(F)F)c2)c2cccnc21.OB(O)c1cncnc1. (2) Given the product NC(=O)c1nn(-c2cccc(I)c2)c2ccc(OCCN3CCOCC3)cc12, predict the reactants needed to synthesize it. The reactants are: ClCCN1CCOCC1.NC(=O)c1nn(-c2cccc(I)c2)c2ccc(O)cc12. (3) Given the product CCC(=O)NCc1sc(N2CCC(c3cc(Cl)c(Cl)c(Cl)c3)(C(F)(F)F)C2)nc1C(F)(F)F, predict the reactants needed to synthesize it. The reactants are: CCC(=O)O.NCc1sc(N2CCC(c3cc(Cl)c(Cl)c(Cl)c3)(C(F)(F)F)C2)nc1C(F)(F)F. (4) Given the product COCc1cnn(-c2c(Cl)cc(C(F)(F)F)cc2Cl)n1, predict the reactants needed to synthesize it. The reactants are: CI.OCc1cnn(-c2c(Cl)cc(C(F)(F)F)cc2Cl)n1. (5) Given the product COc1cc(Cl)cc(COS(C)(=O)=O)c1, predict the reactants needed to synthesize it. The reactants are: COc1cc(Cl)cc(CO)c1.CS(=O)(=O)Cl. (6) Given the product OCc1ccc(-c2ccsc2)cc1, predict the reactants needed to synthesize it. The reactants are: O=C(O)c1ccc(-c2ccsc2)cc1. (7) Given the product CC1Cc2nnc(-c3cccc(C(F)(F)F)c3)cc2C(OC(=O)[C@H](C)N)C1, predict the reactants needed to synthesize it. The reactants are: CC1Cc2nnc(-c3cccc(C(F)(F)F)c3)cc2C(OC(=O)[C@H](C)NC(=O)OC(C)(C)C)C1.